Dataset: Reaction yield outcomes from USPTO patents with 853,638 reactions. Task: Predict the reaction yield, written as a fraction of the theoretical maximum amount of product (1.0 means a 100% yield; for example, 0.34 means a 34% yield). (1) The reactants are [CH3:1][O:2][C:3]1[CH:8]=[CH:7][C:6](/[C:9](/[CH3:14])=[CH:10]/[C:11]([OH:13])=O)=[CH:5][CH:4]=1.CCN=C=NCCCN(C)C.C1C=CC2N(O)N=NC=2C=1.[CH2:36]([NH2:45])[CH2:37][CH2:38][CH2:39][CH2:40][CH2:41][CH2:42][CH2:43][CH3:44]. No catalyst specified. The product is [CH3:1][O:2][C:3]1[CH:4]=[CH:5][C:6](/[C:9](/[CH3:14])=[CH:10]/[C:11]([NH:45][CH2:36][CH2:37][CH2:38][CH2:39][CH2:40][CH2:41][CH2:42][CH2:43][CH3:44])=[O:13])=[CH:7][CH:8]=1. The yield is 0.890. (2) The reactants are [CH2:1]1[CH2:6][CH2:5][C:4]([CH2:11][NH2:12])([CH2:7][C:8]([OH:10])=[O:9])[CH2:3][CH2:2]1.C(=O)(O)[O-].[Na+].[C:18]([O:23][CH:24]([O:26][C:27](OC1CC(=O)NC1=O)=[O:28])[CH3:25])(=[O:22])[CH:19]([CH3:21])[CH3:20]. The catalyst is O.C(#N)C.C(OCC)C. The product is [C:18]([O:23][CH:24]([O:26][C:27]([NH:12][CH2:11][C:4]1([CH2:7][C:8]([OH:10])=[O:9])[CH2:3][CH2:2][CH2:1][CH2:6][CH2:5]1)=[O:28])[CH3:25])(=[O:22])[CH:19]([CH3:21])[CH3:20]. The yield is 0.960. (3) The yield is 0.820. The catalyst is CO.[OH-].[OH-].[Pd+2]. The reactants are C([N:8]1[CH2:14][C:13]2[N:15]=[CH:16][C:17]([N:19]([CH3:24])[CH:20]([CH3:23])[CH2:21][CH3:22])=[N:18][C:12]=2[O:11][CH2:10][CH2:9]1)C1C=CC=CC=1.C(OCC)(=O)C.[ClH:31]. The product is [ClH:31].[CH3:24][N:19]([CH:20]([CH3:23])[CH2:21][CH3:22])[C:17]1[CH:16]=[N:15][C:13]2[CH2:14][NH:8][CH2:9][CH2:10][O:11][C:12]=2[N:18]=1. (4) The reactants are [Cl:1][C:2]1[N:3]=[C:4]([N:14]2[CH2:19][CH2:18][O:17][CH2:16][CH2:15]2)[C:5]2[S:10][C:9]([CH:11]=O)=[C:8]([CH3:13])[C:6]=2[N:7]=1.C(O)(=O)C(O)=O.[OH:26][C@@H:27]([CH3:36])[C:28]([N:30]1[CH2:35][CH2:34][NH:33][CH2:32][CH2:31]1)=[O:29].C([O-])(=O)C.[Na+].C(O)(=O)C.COC(OC)OC.[B].CC1N=CC=CC=1.C1COCC1. The yield is 0.840. The catalyst is CO. The product is [Cl:1][C:2]1[N:3]=[C:4]([N:14]2[CH2:19][CH2:18][O:17][CH2:16][CH2:15]2)[C:5]2[S:10][C:9]([CH2:11][N:33]3[CH2:32][CH2:31][N:30]([C:28](=[O:29])[C@@H:27]([OH:26])[CH3:36])[CH2:35][CH2:34]3)=[C:8]([CH3:13])[C:6]=2[N:7]=1.